This data is from Forward reaction prediction with 1.9M reactions from USPTO patents (1976-2016). The task is: Predict the product of the given reaction. (1) Given the reactants [CH3:1][O:2][C:3](=[O:21])[CH2:4][CH2:5][C:6]1[CH:11]=[CH:10][C:9]([CH2:12][N:13]2[CH:17]=[CH:16][CH:15]=[N:14]2)=[CH:8][C:7]=1[C:18](O)=[O:19], predict the reaction product. The product is: [CH3:1][O:2][C:3](=[O:21])[CH2:4][CH2:5][C:6]1[CH:11]=[CH:10][C:9]([CH2:12][N:13]2[CH:17]=[CH:16][CH:15]=[N:14]2)=[CH:8][C:7]=1[CH2:18][OH:19]. (2) Given the reactants [CH3:1][C:2]1[CH:3]=[CH:4][C:5]([C:8](=O)[CH2:9][C:10](=O)[C:11]([O:13][CH2:14][CH3:15])=[O:12])=[N:6][CH:7]=1.[NH:18]([C:20]1[N:21]=[N:22][C:23]([CH3:26])=[CH:24][CH:25]=1)[NH2:19].Cl.C(=O)(O)[O-].[Na+], predict the reaction product. The product is: [CH3:26][C:23]1[N:22]=[N:21][C:20]([N:18]2[C:8]([C:5]3[CH:4]=[CH:3][C:2]([CH3:1])=[CH:7][N:6]=3)=[CH:9][C:10]([C:11]([O:13][CH2:14][CH3:15])=[O:12])=[N:19]2)=[CH:25][CH:24]=1. (3) Given the reactants P(Cl)(Cl)(Cl)=O.[CH3:6][N:7]1[C:11]([C:12]([NH:14][NH:15][C:16](=[O:27])[C:17]2[CH:22]=[CH:21][C:20]([C:23]([F:26])([F:25])[F:24])=[CH:19][CH:18]=2)=O)=[CH:10][CH:9]=[N:8]1, predict the reaction product. The product is: [CH3:6][N:7]1[C:11]([C:12]2[O:27][C:16]([C:17]3[CH:18]=[CH:19][C:20]([C:23]([F:24])([F:25])[F:26])=[CH:21][CH:22]=3)=[N:15][N:14]=2)=[CH:10][CH:9]=[N:8]1. (4) Given the reactants Cl.[NH2:2][C:3]1[N:11]=[C:10]2[C:6]([N:7]=[CH:8][N:9]2[CH2:12][CH2:13][CH:14]([CH2:17][OH:18])[CH2:15][OH:16])=[CH:5][N:4]=1.C(N([CH2:24][CH3:25])CC)C.[C:26](OC(=O)C)(=[O:28])[CH3:27].C[OH:34], predict the reaction product. The product is: [C:26]([O:16][CH2:15][CH:14]([CH2:17][O:18][C:24](=[O:34])[CH3:25])[CH2:13][CH2:12][N:9]1[CH:8]=[N:7][C:6]2[C:10]1=[N:11][C:3]([NH2:2])=[N:4][CH:5]=2)(=[O:28])[CH3:27]. (5) The product is: [CH:1]([N:4]1[C:8]2[C:9]([Br:14])=[C:10]([NH2:13])[CH:11]=[CH:12][C:7]=2[N:6]=[CH:5]1)([CH3:3])[CH3:2]. Given the reactants [CH:1]([N:4]1[C:8]2[CH:9]=[C:10]([NH2:13])[CH:11]=[CH:12][C:7]=2[N:6]=[CH:5]1)([CH3:3])[CH3:2].[Br:14]Br.N.CO.C(Cl)Cl, predict the reaction product.